This data is from Forward reaction prediction with 1.9M reactions from USPTO patents (1976-2016). The task is: Predict the product of the given reaction. (1) Given the reactants [CH:1]1([CH:7]2[CH2:19][C:18]3[C:17]4[C:12](=[CH:13][CH:14]=[C:15]([C:20]([N:22]([CH2:24][C:25]([NH:27][CH:28]5[CH2:30][CH2:29]5)=[O:26])[CH3:23])=[O:21])[CH:16]=4)[NH:11][C:10]=3[CH2:9][CH2:8]2)[CH2:6][CH2:5][CH2:4][CH2:3][CH2:2]1.[H-].[Na+].[CH3:33][S:34](Cl)(=[O:36])=[O:35], predict the reaction product. The product is: [CH:1]1([CH:7]2[CH2:19][C:18]3[C:17]4[C:12](=[CH:13][CH:14]=[C:15]([C:20]([N:22]([CH2:24][C:25]([NH:27][CH:28]5[CH2:29][CH2:30]5)=[O:26])[CH3:23])=[O:21])[CH:16]=4)[N:11]([S:34]([CH3:33])(=[O:36])=[O:35])[C:10]=3[CH2:9][CH2:8]2)[CH2:2][CH2:3][CH2:4][CH2:5][CH2:6]1. (2) Given the reactants [NH2:1][C:2]1[CH:7]=[CH:6][C:5]([CH:8]2[C:17]([CH3:19])([CH3:18])[CH2:16][C:15]3[C:10](=[CH:11][CH:12]=[C:13]([C:20]([OH:22])=[O:21])[CH:14]=3)[NH:9]2)=[CH:4][CH:3]=1.[F:23][C:24]1[CH:29]=[CH:28][CH:27]=[CH:26][C:25]=1[S:30](Cl)(=[O:32])=[O:31], predict the reaction product. The product is: [F:23][C:24]1[CH:29]=[CH:28][CH:27]=[CH:26][C:25]=1[S:30]([NH:1][C:2]1[CH:3]=[CH:4][C:5]([CH:8]2[C:17]([CH3:18])([CH3:19])[CH2:16][C:15]3[C:10](=[CH:11][CH:12]=[C:13]([C:20]([OH:22])=[O:21])[CH:14]=3)[NH:9]2)=[CH:6][CH:7]=1)(=[O:32])=[O:31]. (3) Given the reactants [CH3:1][O:2][C:3]1[CH:30]=[C:29]([O:31][CH3:32])[CH:28]=[CH:27][C:4]=1[CH2:5][NH:6][C:7]1[N:16]2[N:17]=[C:18]([CH2:20][OH:21])[N:19]=[C:15]2[C:14]2[C:9](=[C:10]3[O:24][C:23]([F:26])([F:25])[O:22][C:11]3=[CH:12][CH:13]=2)[N:8]=1.C(N(CC)C(C)C)(C)C.[CH3:42][S:43](Cl)(=[O:45])=[O:44], predict the reaction product. The product is: [CH3:42][S:43]([O:21][CH2:20][C:18]1[N:19]=[C:15]2[N:16]([C:7]([NH:6][CH2:5][C:4]3[CH:27]=[CH:28][C:29]([O:31][CH3:32])=[CH:30][C:3]=3[O:2][CH3:1])=[N:8][C:9]3[C:14]2=[CH:13][CH:12]=[C:11]2[O:22][C:23]([F:25])([F:26])[O:24][C:10]=32)[N:17]=1)(=[O:45])=[O:44]. (4) The product is: [CH3:13][O:12][C:7]1[CH:8]=[C:9]2[C:4](=[CH:5][C:6]=1[O:14][CH3:15])[N:3]=[C:2]([NH:16][C:17]1[CH:22]=[CH:21][C:20]([S:23]([NH2:26])(=[O:24])=[O:25])=[CH:19][CH:18]=1)[N:11]=[CH:10]2. Given the reactants Cl[C:2]1[N:11]=[CH:10][C:9]2[C:4](=[CH:5][C:6]([O:14][CH3:15])=[C:7]([O:12][CH3:13])[CH:8]=2)[N:3]=1.[NH2:16][C:17]1[CH:22]=[CH:21][C:20]([S:23]([NH2:26])(=[O:25])=[O:24])=[CH:19][CH:18]=1, predict the reaction product. (5) Given the reactants [H-].[Na+].[CH3:3][C:4]([CH3:13])([CH:7]([OH:12])[C:8]([CH3:11])([CH3:10])[CH3:9])[CH2:5][OH:6].[CH3:14][O:15][C:16]1[CH:17]=[C:18]([CH:21]=[CH:22][CH:23]=1)[CH2:19]Cl.[Cl-].[NH4+], predict the reaction product. The product is: [CH3:14][O:15][C:16]1[CH:17]=[C:18]([CH:21]=[CH:22][CH:23]=1)[CH2:19][O:6][CH2:5][C:4]([CH3:13])([CH3:3])[CH:7]([OH:12])[C:8]([CH3:11])([CH3:10])[CH3:9]. (6) Given the reactants [F-].C([N+](CCCC)(CCCC)CCCC)CCC.[CH3:19][O:20][C:21](=[O:61])[CH2:22][C:23]1[CH:24]=[N:25][CH:26]=[C:27]([C:29]2[CH:34]=[CH:33][C:32]([C:35]([CH2:58][CH3:59])([C:38]3[CH:43]=[CH:42][C:41]([C:44]#[C:45][C:46]4([O:52][Si](C)(C)C)[CH2:51][CH2:50][O:49][CH2:48][CH2:47]4)=[C:40]([CH3:57])[CH:39]=3)[CH2:36][CH3:37])=[CH:31][C:30]=2[CH3:60])[CH:28]=1, predict the reaction product. The product is: [CH3:19][O:20][C:21](=[O:61])[CH2:22][C:23]1[CH:24]=[N:25][CH:26]=[C:27]([C:29]2[CH:34]=[CH:33][C:32]([C:35]([CH2:36][CH3:37])([C:38]3[CH:43]=[CH:42][C:41]([C:44]#[C:45][C:46]4([OH:52])[CH2:47][CH2:48][O:49][CH2:50][CH2:51]4)=[C:40]([CH3:57])[CH:39]=3)[CH2:58][CH3:59])=[CH:31][C:30]=2[CH3:60])[CH:28]=1. (7) Given the reactants C(C1C=C2C(=C(F)C=1)C(=O)N(CC1C=CC(C3C=CN=C4NC(C5C=NN(C)C=5)=NC=34)=CC=1F)N=C2)(C)(C)C.Br[C:41]1[CH:62]=[CH:61][C:44]([CH2:45][N:46]2[CH2:55][CH2:54][C:53]3[C:48](=[CH:49][CH:50]=[C:51]([C:56]([CH3:59])([CH3:58])[CH3:57])[CH:52]=3)[C:47]2=[O:60])=[CH:43][CH:42]=1.[B:63]1(B2OC(C)(C)C(C)(C)O2)[O:67][C:66]([CH3:69])([CH3:68])[C:65]([CH3:71])([CH3:70])[O:64]1.C1(P(C2CCCCC2)C2C=CC=CC=2C2C(C(C)C)=CC(C(C)C)=CC=2C(C)C)CCCCC1.C([O-])(=O)C.[K+].O1CCOCC1, predict the reaction product. The product is: [C:56]([C:51]1[CH:52]=[C:53]2[C:48](=[CH:49][CH:50]=1)[C:47](=[O:60])[N:46]([CH2:45][C:44]1[CH:61]=[CH:62][C:41]([B:63]3[O:67][C:66]([CH3:69])([CH3:68])[C:65]([CH3:71])([CH3:70])[O:64]3)=[CH:42][CH:43]=1)[CH2:55][CH2:54]2)([CH3:59])([CH3:58])[CH3:57]. (8) Given the reactants Br[C:2]1[CH:3]=[CH:4][C:5]([C:8]([O:10][CH3:11])=[O:9])=[N:6][CH:7]=1.[Cu](C#N)[C:13]#[N:14].O, predict the reaction product. The product is: [C:13]([C:2]1[CH:3]=[CH:4][C:5]([C:8]([O:10][CH3:11])=[O:9])=[N:6][CH:7]=1)#[N:14]. (9) Given the reactants [F:1][C:2]1[CH:33]=[CH:32][C:5]([CH2:6][N:7]([CH2:26][CH2:27][C:28]([F:31])([F:30])[F:29])[C:8]2[CH:13]=[CH:12][C:11]([C:14]3[CH:19]=[CH:18][CH:17]=[CH:16][C:15]=3[C:20]3[NH:24][N:23]=[N:22][N:21]=3)=[CH:10][C:9]=2[NH2:25])=[C:4]([C:34]([F:37])([F:36])[F:35])[CH:3]=1.[N:38]([C:41]1[CH:46]=[CH:45][C:44]([CH3:47])=[CH:43][CH:42]=1)=[C:39]=[O:40], predict the reaction product. The product is: [F:1][C:2]1[CH:33]=[CH:32][C:5]([CH2:6][N:7]([CH2:26][CH2:27][C:28]([F:31])([F:30])[F:29])[C:8]2[CH:13]=[CH:12][C:11]([C:14]3[CH:19]=[CH:18][CH:17]=[CH:16][C:15]=3[C:20]3[NH:24][N:23]=[N:22][N:21]=3)=[CH:10][C:9]=2[NH:25][C:39]([NH:38][C:41]2[CH:46]=[CH:45][C:44]([CH3:47])=[CH:43][CH:42]=2)=[O:40])=[C:4]([C:34]([F:35])([F:37])[F:36])[CH:3]=1.